This data is from Catalyst prediction with 721,799 reactions and 888 catalyst types from USPTO. The task is: Predict which catalyst facilitates the given reaction. Reactant: [CH3:1][C@:2]12[C@H:19]([OH:20])/[C:18](=[CH:21]/[C:22]3[CH:27]=[CH:26][CH:25]=[CH:24][CH:23]=3)/[CH2:17][C@@H:3]1[C@@H:4]1[C@@H:13]([CH2:14][CH2:15]2)[CH2:12][C@@H:11]2[C@H:6]([CH2:7][CH2:8][C@@H:9]([OH:16])[CH2:10]2)[CH2:5]1.[CH3:28][C:29](OC(C)=O)=[O:30].CCN([CH2:40][CH3:41])CC.[OH2:42]. Product: [C:29]([O:20][C@H:19]1[C@:2]2([CH3:1])[CH2:15][CH2:14][C@@H:13]3[C@@H:4]([C@H:3]2[CH2:17]/[C:18]/1=[CH:21]\[C:22]1[CH:23]=[CH:24][CH:25]=[CH:26][CH:27]=1)[CH2:5][C@@H:6]1[C@H:11]([CH2:10][C@H:9]([O:16][C:40](=[O:42])[CH3:41])[CH2:8][CH2:7]1)[CH2:12]3)(=[O:30])[CH3:28]. The catalyst class is: 154.